Dataset: Forward reaction prediction with 1.9M reactions from USPTO patents (1976-2016). Task: Predict the product of the given reaction. Given the reactants [O:1]1[CH:5]=[CH:4][N:3]=[CH:2]1.CCCCCC.C([Li])CCC.O([Si:25]([CH:32]([CH3:34])[CH3:33])([CH:29]([CH3:31])[CH3:30])[CH:26]([CH3:28])[CH3:27])S(C(F)(F)F)(=O)=O, predict the reaction product. The product is: [CH:26]([Si:25]([CH:32]([CH3:34])[CH3:33])([CH:29]([CH3:31])[CH3:30])[C:2]1[O:1][CH:5]=[CH:4][N:3]=1)([CH3:28])[CH3:27].